This data is from Experimentally validated miRNA-target interactions with 360,000+ pairs, plus equal number of negative samples. The task is: Binary Classification. Given a miRNA mature sequence and a target amino acid sequence, predict their likelihood of interaction. (1) The miRNA is hsa-miR-548p with sequence UAGCAAAAACUGCAGUUACUUU. The protein sequence of the target gene is MSLRFGATCLLSFSFLLLITSSDGRTGLGKGFGDHIHWRTLEDGKKEAAASGLPLMVIIHKSWCGACKALKPKFAESTEISELSHNFVMVNLEDEEEPRDEDFSPDGGYIPRILFLDPSGKVRPEIINESGNPSYKYFYVSAEQVVQGMKEAQERLTGDAFREKHFQDEL. Result: 0 (no interaction). (2) The miRNA is hsa-miR-3616-5p with sequence AUGAAGUGCACUCAUGAUAUGU. The protein sequence of the target gene is MQLEIQVALNFIISYLYNKLPRRRVNIFGEELERLLKKKYEGHWYPEKPYKGSGFRCIHVGEKVDPVIEQASKESGLDIDDVRGNLPQDLSVWIDPFEVSYQIGEKGPVKVLYVDDSSETGCELDKEIKNSFNPEAQVFMPISDPASSVSSSPSPPFGHSAAVSPTFMPRSTQPLTFTTATFAATKFGSTKMKNSGRSSKVARTSPINLGLTVNVNDLLKQKAISSSVHSLYGLGLGSQQQPQPQPQQQQQQQPSSSQPPPPLPQQQQQQPQQQQQQQQQTSALSPNAKEFIFPNMQGQG.... Result: 0 (no interaction). (3) Result: 0 (no interaction). The protein sequence of the target gene is MEARVAWGALAGPLRVLCVLCCLLGRAIAAPSPIIKFPGDVAPKTDKELAVQYLNTFYGCPKESCNLFVLKDTLKKMQKFFGLPQTGDLDQNTIETMRKPRCGNPDVANYNFFPRKPKWDKNQITYRIIGYTPDLDPETVDDAFARALKVWSDVTPLRFSRIHDGEADIMINFGRWEHGDGYPFDGKDGLLAHAFAPGTGVGGDSHFDDDELWTLGEGQVVRVKYGNADGEYCKFPFLFNGREYSSCTDTGRSDGFLWCSTTYNFEKDGKYGFCPHEALFTMGGNADGQPCKFPFRFQGT.... The miRNA is mmu-miR-883a-3p with sequence UAACUGCAACAGCUCUCAGUAU. (4) The miRNA is mmu-miR-3070-3p with sequence UGGUGCUACCGUCAGGGGUAGA. The protein sequence of the target gene is MSHGTYYECEPRGGQQPLEFSGGRAGPGELGDMCEHEASIDLSAYIESGEEQLLSDLFAMKPTPEARSLKGPGAPSFPHYLPADPRPFAYPSHTFGPDRKALGPGIYSNPGSYDPRAVAVKEEPRGPEGNRGTSRGSYNPLQYQVAHCGQTAVHLPPTLAAPGQPLRVLKAPVAAAAPPCSPLLKAPSPAGPSHKGKKAVNKDSLEYRLRRERNNIAVRKSRDKAKRRIMETQQKVLEYMAENERLRNRVDQLTQELDTLRNLFRQIPEAASLIKGVGGCS. Result: 0 (no interaction). (5) The miRNA is hsa-miR-629-3p with sequence GUUCUCCCAACGUAAGCCCAGC. The protein sequence of the target gene is MLLQESAGVWLALALVTALTPSPSMAVPWQDCTGAECPLLENCIEEALEPGACCATCVQQGCACEGYQYYDCVQGGFVDGRVPAGQSYFVDFGSTECSCPPGGGKISCQFMLCPELPPNCIEAVVVADSCPQCGQVGCVHSGRKYAAGHTVHLSSCRACHCPDAGGELICYQLPGCHGNFSDAEEGDSERQYEDPYSYDQEVAEAEATTAIVNEVQAGAEGPPAALGGGNLPPSSIRVTPWPVALPRPTAAAALGPPAPVQAKARRVTLDTEEDEEEEEEETLVTEPPTAGSPGRLDSLP.... Result: 0 (no interaction). (6) The miRNA is hsa-let-7c-3p with sequence CUGUACAACCUUCUAGCUUUCC. The protein sequence of the target gene is MGSLFGRVAALRALLCGPRFQCLLVRPSSGGPPWPQERTLVAVKPDGVQRRLVGTVIQRFERRGFKLVGMKMLQAPESILAEHYRDLQRKPFYPALISYMSSGPVVAMVWEGPNVVHISRAMIGHTDSTEAAPGTIRGDFSVHISRNVIHASDSVDGAQREIELWFQSSELLNWADGGHHSSCYPA. Result: 0 (no interaction). (7) The miRNA is mmu-miR-6344 with sequence GUUUUCCUACUGUUUCCCUUUU. The protein sequence of the target gene is MASLLAKDTYLQDLAKKICAQPGPERQRSTWGVRTKGSEAAGAPKKKRKKTQKKSPEQEQKAMDHKTKALGKKPPTSSRPKNPMVSKQEKGLSSLGSPKDSQGTARESVFALDFLRQRLHEKIQLARGQGSTKELSAATLEKRQRRKQERERKKRKRKERQAKQQVAEAEKKEEPVEVTPKMACKELQESGLIFNKVEVTEEEPASKAQRKKEKRQKVKGNLTPLTGRNYRQLLDRLQARQGRLDELRDQDAAKAQELEAKMKWTNLLYKAEGVKIRDDERLLQEALKRKEKRRAQRQRK.... Result: 0 (no interaction).